This data is from Catalyst prediction with 721,799 reactions and 888 catalyst types from USPTO. The task is: Predict which catalyst facilitates the given reaction. (1) Reactant: FC(F)(F)C(O)=O.[CH3:8][O:9][N:10]=[CH:11][C:12]1[C:13]([NH2:24])=[N:14][CH:15]=[N:16][C:17]=1[N:18]1[CH2:23][CH2:22][NH:21][CH2:20][CH2:19]1.[N+](C1C=CC([O:34][C:35](=O)[NH:36][C:37]2[CH:42]=[CH:41][C:40]([O:43][CH:44]([CH3:46])[CH3:45])=[CH:39][CH:38]=2)=CC=1)([O-])=O.CCN(C(C)C)C(C)C. Product: [CH:44]([O:43][C:40]1[CH:41]=[CH:42][C:37]([NH:36][C:35]([N:21]2[CH2:20][CH2:19][N:18]([C:17]3[C:12]([CH:11]=[N:10][O:9][CH3:8])=[C:13]([NH2:24])[N:14]=[CH:15][N:16]=3)[CH2:23][CH2:22]2)=[O:34])=[CH:38][CH:39]=1)([CH3:46])[CH3:45]. The catalyst class is: 23. (2) Reactant: [CH2:1]([O:3][C:4](=[O:36])[CH2:5][CH2:6][CH2:7][CH2:8][CH2:9][O:10][CH2:11][CH2:12][O:13][CH2:14][CH2:15][O:16][CH2:17][CH2:18][O:19][CH2:20][CH2:21][O:22][CH2:23][CH2:24][O:25][CH2:26][CH2:27][O:28]CC1C=CC=CC=1)[CH3:2]. Product: [CH2:1]([O:3][C:4](=[O:36])[CH2:5][CH2:6][CH2:7][CH2:8][CH2:9][O:10][CH2:11][CH2:12][O:13][CH2:14][CH2:15][O:16][CH2:17][CH2:18][O:19][CH2:20][CH2:21][O:22][CH2:23][CH2:24][O:25][CH2:26][CH2:27][OH:28])[CH3:2]. The catalyst class is: 29. (3) Reactant: O1CCOCC1.Cl.C(OC([NH:15][CH2:16][C:17]([NH:19][C@@H:20]1[CH2:24][CH2:23][N:22]([CH2:25][C:26]2[CH:31]=[CH:30][C:29]([Cl:32])=[CH:28][CH:27]=2)[CH2:21]1)=[O:18])=O)(C)(C)C. Product: [NH2:15][CH2:16][C:17]([NH:19][C@@H:20]1[CH2:24][CH2:23][N:22]([CH2:25][C:26]2[CH:27]=[CH:28][C:29]([Cl:32])=[CH:30][CH:31]=2)[CH2:21]1)=[O:18]. The catalyst class is: 5. (4) Reactant: [CH:1]1([C@@H:7]([NH:9][C:10]([C:12]2[C:21]3[C:16](=[CH:17][CH:18]=[CH:19][CH:20]=3)[N:15]=[C:14]([C:22]3[CH:27]=[CH:26][CH:25]=[CH:24][CH:23]=3)[C:13]=2[CH2:28][N:29]2[CH2:34][CH2:33][NH:32][CH2:31][CH2:30]2)=[O:11])[CH3:8])[CH2:6][CH2:5][CH2:4][CH2:3][CH2:2]1.C(OC([NH:42][CH2:43][CH2:44][C:45](O)=[O:46])=O)(C)(C)C.C1CCC(N=C=NC2CCCCC2)CC1. Product: [CH:1]1([C@@H:7]([NH:9][C:10]([C:12]2[C:21]3[C:16](=[CH:17][CH:18]=[CH:19][CH:20]=3)[N:15]=[C:14]([C:22]3[CH:23]=[CH:24][CH:25]=[CH:26][CH:27]=3)[C:13]=2[CH2:28][N:29]2[CH2:34][CH2:33][N:32]([C:45](=[O:46])[CH2:44][CH2:43][NH2:42])[CH2:31][CH2:30]2)=[O:11])[CH3:8])[CH2:6][CH2:5][CH2:4][CH2:3][CH2:2]1. The catalyst class is: 79.